This data is from Full USPTO retrosynthesis dataset with 1.9M reactions from patents (1976-2016). The task is: Predict the reactants needed to synthesize the given product. (1) Given the product [CH3:19][O:18][C:5]1[CH:6]=[C:7]([NH:13][CH3:14])[C:8]([N+:10]([O-:12])=[O:11])=[CH:9][C:4]=1[C:3]([OH:20])=[O:2], predict the reactants needed to synthesize it. The reactants are: C[O:2][C:3](=[O:20])[C:4]1[CH:9]=[C:8]([N+:10]([O-:12])=[O:11])[C:7]([N:13](C(=O)C)[CH3:14])=[CH:6][C:5]=1[O:18][CH3:19].[OH-].[Na+]. (2) The reactants are: [O:1]1[C:5]2[CH:6]=[CH:7][CH:8]=[CH:9][C:4]=2[C:3]([N:10]2[CH2:15][CH2:14][N:13]([CH2:16][CH:17]([C:19]3[CH:20]=[C:21]4[C:25](=[CH:26][CH:27]=3)[C:24]([CH3:29])([CH3:28])[C:23](=[O:30])[C:22]4([CH3:32])[CH3:31])O)[CH2:12][CH2:11]2)=[N:2]1.CS([Cl:37])(=O)=O.C(N(CC)CC)C. Given the product [O:1]1[C:5]2[CH:6]=[CH:7][CH:8]=[CH:9][C:4]=2[C:3]([N:10]2[CH2:15][CH2:14][N:13]([CH2:16][CH:17]([C:19]3[CH:20]=[C:21]4[C:25](=[CH:26][CH:27]=3)[C:24]([CH3:29])([CH3:28])[C:23](=[O:30])[C:22]4([CH3:32])[CH3:31])[Cl:37])[CH2:12][CH2:11]2)=[N:2]1, predict the reactants needed to synthesize it. (3) Given the product [C:1]([C:3]1([C:17]2[C:22]([F:23])=[CH:21][CH:20]=[CH:19][N:18]=2)[CH2:8][CH2:7][N:6]([C:9]([O:11][C:12]([CH3:15])([CH3:14])[CH3:13])=[O:10])[CH2:5][CH2:4]1)#[N:2], predict the reactants needed to synthesize it. The reactants are: [C:1]([CH:3]1[CH2:8][CH2:7][N:6]([C:9]([O:11][C:12]([CH3:15])([CH3:14])[CH3:13])=[O:10])[CH2:5][CH2:4]1)#[N:2].Cl[C:17]1[C:22]([F:23])=[CH:21][CH:20]=[CH:19][N:18]=1.C[Si]([N-][Si](C)(C)C)(C)C.[K+]. (4) Given the product [F:26][C:27]1[CH:28]=[C:29]2[C:33](=[CH:34][CH:35]=1)[NH:32][CH:31]=[C:30]2[C:36]1[CH2:37][CH2:38][N:39]([CH2:12][CH:13]2[O:25][C:17]3=[C:18]4[C:22](=[CH:23][CH:24]=[C:16]3[O:15][CH2:14]2)[NH:21][CH:20]=[CH:19]4)[CH2:40][CH:41]=1, predict the reactants needed to synthesize it. The reactants are: CC1C=CC(S(O[CH2:12][C@@H:13]2[O:25][C:17]3=[C:18]4[C:22](=[CH:23][CH:24]=[C:16]3[O:15][CH2:14]2)[NH:21][CH:20]=[CH:19]4)(=O)=O)=CC=1.[F:26][C:27]1[CH:28]=[C:29]2[C:33](=[CH:34][CH:35]=1)[NH:32][CH:31]=[C:30]2[C:36]1[CH2:37][CH2:38][NH:39][CH2:40][CH:41]=1. (5) Given the product [N:25]1[N:26]([C:30]2[CH:31]=[CH:32][C:33]([CH:36]([O:43][CH3:44])[C:37]([C:12]3[O:11][C:10]([C:5]4[CH:6]=[C:7]([O:8][CH3:9])[C:2]([Br:1])=[C:3]([O:15][CH3:16])[CH:4]=4)=[CH:14][CH:13]=3)=[O:38])=[CH:34][CH:35]=2)[N:27]=[CH:28][CH:29]=1, predict the reactants needed to synthesize it. The reactants are: [Br:1][C:2]1[C:7]([O:8][CH3:9])=[CH:6][C:5]([C:10]2[O:11][CH:12]=[CH:13][CH:14]=2)=[CH:4][C:3]=1[O:15][CH3:16].C([N-]C(C)C)(C)C.[Li+].[N:25]1[N:26]([C:30]2[CH:35]=[CH:34][C:33]([CH:36]([O:43][CH3:44])[C:37](N(OC)C)=[O:38])=[CH:32][CH:31]=2)[N:27]=[CH:28][CH:29]=1.